From a dataset of Reaction yield outcomes from USPTO patents with 853,638 reactions. Predict the reaction yield, written as a fraction of the theoretical maximum amount of product (1.0 means a 100% yield; for example, 0.34 means a 34% yield). The reactants are [Cl:1][C:2]1[CH:3]=[C:4]([NH:10][C:11](=[O:17])/[CH:12]=[CH:13]/[CH:14]([CH3:16])[CH3:15])[CH:5]=[CH:6][C:7]=1[C:8]#[N:9].C1CCN2C(=NCCC2)CC1.[N+:29]([CH3:32])([O-:31])=[O:30]. The catalyst is [Cl-].[Na+].O. The product is [Cl:1][C:2]1[CH:3]=[C:4]([NH:10][C:11](=[O:17])[CH2:12][CH:13]([CH2:32][N+:29]([O-:31])=[O:30])[CH:14]([CH3:15])[CH3:16])[CH:5]=[CH:6][C:7]=1[C:8]#[N:9]. The yield is 0.553.